From a dataset of Full USPTO retrosynthesis dataset with 1.9M reactions from patents (1976-2016). Predict the reactants needed to synthesize the given product. (1) Given the product [CH3:15][N:16]([CH3:20])[CH2:17][CH2:18][NH:19][C:6](=[O:8])[C:5]1[CH:9]=[CH:10][C:11]([N+:12]([O-:14])=[O:13])=[C:3]([O:2][CH3:1])[CH:4]=1, predict the reactants needed to synthesize it. The reactants are: [CH3:1][O:2][C:3]1[CH:4]=[C:5]([CH:9]=[CH:10][C:11]=1[N+:12]([O-:14])=[O:13])[C:6]([OH:8])=O.[CH3:15][N:16]([CH3:20])[CH2:17][CH2:18][NH2:19].O.ON1C2C=CC=CC=2N=N1.C(N(CC)C(C)C)(C)C. (2) Given the product [CH3:18][Si:17]([CH3:20])([CH3:19])[CH2:16][CH2:15][O:14][CH2:13][N:1]1[C:9]2=[N:8][CH:7]=[CH:6][CH:5]=[C:4]2[CH:3]=[CH:2]1, predict the reactants needed to synthesize it. The reactants are: [NH:1]1[C:9]2[C:4](=[CH:5][CH:6]=[CH:7][N:8]=2)[CH:3]=[CH:2]1.[H-].[Na+].Cl[CH2:13][O:14][CH2:15][CH2:16][Si:17]([CH3:20])([CH3:19])[CH3:18].